Dataset: Reaction yield outcomes from USPTO patents with 853,638 reactions. Task: Predict the reaction yield, written as a fraction of the theoretical maximum amount of product (1.0 means a 100% yield; for example, 0.34 means a 34% yield). (1) The reactants are [CH3:1][C:2]1[NH:6][NH:5][C:4](=[O:7])[C:3]=1[CH2:8][C:9]1[CH:14]=[CH:13][C:12]([O:15][CH:16]([CH3:18])[CH3:17])=[CH:11][CH:10]=1.[CH3:19][S:20](Cl)(=[O:22])=[O:21].N1C=CC=CC=1.O. The catalyst is C(#N)C. The product is [CH3:19][S:20]([O:7][C:4]1[C:3]([CH2:8][C:9]2[CH:10]=[CH:11][C:12]([O:15][CH:16]([CH3:18])[CH3:17])=[CH:13][CH:14]=2)=[C:2]([CH3:1])[NH:6][N:5]=1)(=[O:22])=[O:21]. The yield is 0.800. (2) The reactants are [NH2:1][C:2]1[C:11]2[N:12]=[C:13]([CH2:41][O:42][CH2:43][CH3:44])[N:14]([CH2:15][CH2:16][CH2:17][N:18]([CH2:27][C:28]3[CH:29]=[C:30]([CH:38]=[CH:39][CH:40]=3)[O:31][C:32]([CH3:37])([CH3:36])[C:33]([OH:35])=[O:34])[C:19](=[O:26])[CH2:20][N:21]([CH2:24][CH3:25])[CH2:22][CH3:23])[C:10]=2[C:9]2[CH:8]=[CH:7][CH:6]=[CH:5][C:4]=2[N:3]=1.N.[CH3:46]O. The catalyst is Cl.O1CCOCC1. The product is [NH2:1][C:2]1[C:11]2[N:12]=[C:13]([CH2:41][O:42][CH2:43][CH3:44])[N:14]([CH2:15][CH2:16][CH2:17][N:18]([CH2:27][C:28]3[CH:29]=[C:30]([CH:38]=[CH:39][CH:40]=3)[O:31][C:32]([CH3:37])([CH3:36])[C:33]([O:35][CH3:46])=[O:34])[C:19](=[O:26])[CH2:20][N:21]([CH2:24][CH3:25])[CH2:22][CH3:23])[C:10]=2[C:9]2[CH:8]=[CH:7][CH:6]=[CH:5][C:4]=2[N:3]=1. The yield is 0.800. (3) The reactants are [Br:1][C:2]1[CH:14]=[CH:13][C:12]2[C:11]3[C:6](=[CH:7][CH:8]=[CH:9][CH:10]=3)[CH2:5][C:4]=2[CH:3]=1.[C:15]1([CH3:21])[CH:20]=[CH:19][CH:18]=[CH:17]C=1.[OH-].[Na+]. The catalyst is [Br-].C([N+](CCCCC)(CCCCC)CCCCC)CCCC.O.C(OCC)(=O)C. The product is [Br:1][C:2]1[CH:14]=[CH:13][C:12]2[C:11]3[C:6](=[CH:7][CH:8]=[CH:9][CH:10]=3)[C:5]([CH2:21][CH2:15][CH2:20][CH2:19][CH2:18][CH3:17])([CH2:13][CH2:14][CH2:2][CH2:3][CH2:4][CH3:12])[C:4]=2[CH:3]=1. The yield is 0.700. (4) The reactants are Cl[C:2]1[N:7]=[C:6]([NH2:8])[CH:5]=[CH:4][C:3]=1[O:9][C:10]1[C:19]2[C:14](=[CH:15][C:16]([O:22][CH3:23])=[C:17]([O:20][CH3:21])[CH:18]=2)[N:13]=[CH:12][CH:11]=1.CO.O1CCCC1.C(N(CC)CC)C. The catalyst is [C].[Pd].C(OCC)(=O)C. The product is [CH3:21][O:20][C:17]1[CH:18]=[C:19]2[C:14](=[CH:15][C:16]=1[O:22][CH3:23])[N:13]=[CH:12][CH:11]=[C:10]2[O:9][C:3]1[CH:4]=[CH:5][C:6]([NH2:8])=[N:7][CH:2]=1. The yield is 0.310. (5) The reactants are [Cl:1][C:2]1[N:7]=[C:6]([C:8](O)=[O:9])[C:5]([F:11])=[CH:4][CH:3]=1.Cl.[CH3:13][NH:14][O:15][CH3:16].CN1CCOCC1.Cl.C(N=C=NCCCN(C)C)C.Cl. The catalyst is ClCCl.CN(C)C=O.CN(C1C=CN=CC=1)C. The product is [Cl:1][C:2]1[N:7]=[C:6]([C:8]([N:14]([O:15][CH3:16])[CH3:13])=[O:9])[C:5]([F:11])=[CH:4][CH:3]=1. The yield is 0.939. (6) The reactants are F[C:2]1[CH:3]=[C:4]([N+:15]([O-:17])=[O:16])[CH:5]=[C:6]2[C:11]=1[N:10]=[CH:9][C:8]([C:12]#[N:13])=[C:7]2[OH:14].C(S)[CH2:19][S:20]([O-])(=O)=O.[Na+].Cl. The catalyst is CN1C(=O)N(C)CCC1. The product is [CH3:19][S:20][C:2]1[CH:3]=[C:4]([N+:15]([O-:17])=[O:16])[CH:5]=[C:6]2[C:11]=1[NH:10][CH:9]=[C:8]([C:12]#[N:13])[C:7]2=[O:14]. The yield is 0.380. (7) The reactants are CC1(C)C(C)(C)OB([C:9]2[CH:21]=[CH:20][C:12]([O:13][C:14]3[C:15](=[O:19])[CH2:16][CH2:17][CH:18]=3)=[CH:11][CH:10]=2)O1.[F-].[Cs+].[C:25]([O:28][C@H:29]1[C@H:35]([O:36][C:37](=[O:39])[CH3:38])[C@@H:34]([O:40][C:41](=[O:43])[CH3:42])[C@:33]2([C:45]3[CH:50]=[CH:49][C:48]([Cl:51])=[C:47]([CH2:52]Br)[CH:46]=3)[O:44][C@@:30]1([CH2:54][O:55][C:56](=[O:58])[CH3:57])[CH2:31][O:32]2)(=[O:27])[CH3:26]. The catalyst is O1CCOCC1.C(OC(=O)C)C. The yield is 0.350. The product is [C:25]([O:28][C@H:29]1[C@H:35]([O:36][C:37](=[O:39])[CH3:38])[C@@H:34]([O:40][C:41](=[O:43])[CH3:42])[C@:33]2([C:45]3[CH:50]=[CH:49][C:48]([Cl:51])=[C:47]([CH2:52][C:9]4[CH:10]=[CH:11][C:12]([O:13][C:14]5[C:15](=[O:19])[CH2:16][CH2:17][CH:18]=5)=[CH:20][CH:21]=4)[CH:46]=3)[O:44][C@@:30]1([CH2:54][O:55][C:56](=[O:58])[CH3:57])[CH2:31][O:32]2)(=[O:27])[CH3:26].